This data is from Full USPTO retrosynthesis dataset with 1.9M reactions from patents (1976-2016). The task is: Predict the reactants needed to synthesize the given product. (1) Given the product [C:1]([NH:4][CH:5]([CH2:9][C:10]1[CH:15]=[CH:14][C:13]([Cl:16])=[CH:12][C:11]=1[Cl:17])[C:6]([CH:61]1[CH2:62][CH2:63][C:58]([C:64]([OH:66])=[O:65])([N:52]2[CH2:53][CH2:54][NH:55][CH2:56][CH2:57]2)[CH2:59][CH2:60]1)=[O:8])(=[O:3])[CH3:2], predict the reactants needed to synthesize it. The reactants are: [C:1]([NH:4][CH:5]([CH2:9][C:10]1[CH:15]=[CH:14][C:13]([Cl:16])=[CH:12][C:11]=1[Cl:17])[C:6]([OH:8])=O)(=[O:3])[CH3:2].CN(C(ON1N=NC2C=CC=CC1=2)=[N+](C)C)C.F[P-](F)(F)(F)(F)F.CCN(C(C)C)C(C)C.Cl.[N:52]1([C:58]2([C:64]([OH:66])=[O:65])[CH2:63][CH2:62][CH2:61][CH2:60][CH2:59]2)[CH2:57][CH2:56][NH:55][CH2:54][CH2:53]1. (2) The reactants are: [NH2:1][CH2:2][CH:3]1[CH2:8][CH2:7][N:6]([C:9]2[C:14]([F:15])=[CH:13][N:12]=[C:11]([NH:16][C:17]3[CH:18]=[C:19]4[C:24](=[CH:25][CH:26]=3)[NH:23][C:22](=[O:27])[CH2:21][CH2:20]4)[N:10]=2)[CH2:5][CH2:4]1.[O-:28][C:29]#[N:30].[K+]. Given the product [F:15][C:14]1[C:9]([N:6]2[CH2:7][CH2:8][CH:3]([CH2:2][NH:1][C:29]([NH2:30])=[O:28])[CH2:4][CH2:5]2)=[N:10][C:11]([NH:16][C:17]2[CH:18]=[C:19]3[C:24](=[CH:25][CH:26]=2)[NH:23][C:22](=[O:27])[CH2:21][CH2:20]3)=[N:12][CH:13]=1, predict the reactants needed to synthesize it.